Dataset: Catalyst prediction with 721,799 reactions and 888 catalyst types from USPTO. Task: Predict which catalyst facilitates the given reaction. (1) Reactant: [CH3:1][C:2]1[CH:3]=[CH:4][C:5]([C:21]([NH:23][C:24]2[CH:25]=[C:26]([C:36]([F:39])([F:38])[F:37])[CH:27]=[C:28]([N:30]3[CH:34]=[N:33][C:32]([CH3:35])=[CH:31]3)[CH:29]=2)=[O:22])=[CH:6][C:7]=1[NH:8][C:9]1[N:10]=[CH:11][CH:12]=[C:13]([C:15]2[CH:16]=[CH:17][CH:18]=[N:19][CH:20]=2)[N:14]=1.[NH2:40][C@H:41]([C:46]([OH:48])=[O:47])[CH2:42][C:43]([OH:45])=[O:44]. Product: [CH3:1][C:2]1[CH:3]=[CH:4][C:5]([C:21]([NH:23][C:24]2[CH:25]=[C:26]([C:36]([F:38])([F:39])[F:37])[CH:27]=[C:28]([N:30]3[CH:34]=[N:33][C:32]([CH3:35])=[CH:31]3)[CH:29]=2)=[O:22])=[CH:6][C:7]=1[NH:8][C:9]1[N:10]=[CH:11][CH:12]=[C:13]([C:15]2[CH:16]=[CH:17][CH:18]=[N:19][CH:20]=2)[N:14]=1.[NH2:40][C@H:41]([C:46]([O-:48])=[O:47])[CH2:42][C:43]([O-:45])=[O:44]. The catalyst class is: 237. (2) Reactant: Cl.[O:2]1CCCO[CH:3]1[C:8]1[CH:9]=[C:10]([NH:14][CH:15]2[CH2:20][CH2:19][N:18]([CH:21]([CH3:23])[CH3:22])[CH2:17][CH2:16]2)[CH:11]=[CH:12][CH:13]=1. Product: [CH:21]([N:18]1[CH2:19][CH2:20][CH:15]([NH:14][C:10]2[CH:9]=[C:8]([CH:13]=[CH:12][CH:11]=2)[CH:3]=[O:2])[CH2:16][CH2:17]1)([CH3:23])[CH3:22]. The catalyst class is: 5. (3) Reactant: [F:1][C:2]1[CH:11]=[C:10]([F:12])[CH:9]=[C:8]2[C:3]=1[C:4]([NH:20][C:21]1[C:22]([C:33]3[CH:34]=[N:35][CH:36]=[C:37]([O:39][CH3:40])[CH:38]=3)=[N:23][CH:24]=[C:25]([N:27]3[CH2:32][CH2:31][O:30][CH2:29][CH2:28]3)[CH:26]=1)=[C:5]([CH3:19])[C:6]([C:13]1[CH:18]=[CH:17][CH:16]=[CH:15][N:14]=1)=[N:7]2.C(N(CC)CC)C.[F:48][C:49]([F:60])([F:59])[C:50](O[C:50](=[O:51])[C:49]([F:60])([F:59])[F:48])=[O:51]. Product: [F:1][C:2]1[CH:11]=[C:10]([F:12])[CH:9]=[C:8]2[C:3]=1[C:4]([N:20]([C:21]1[C:22]([C:33]3[CH:34]=[N:35][CH:36]=[C:37]([O:39][CH3:40])[CH:38]=3)=[N:23][CH:24]=[C:25]([N:27]3[CH2:32][CH2:31][O:30][CH2:29][CH2:28]3)[CH:26]=1)[C:50](=[O:51])[C:49]([F:60])([F:59])[F:48])=[C:5]([CH3:19])[C:6]([C:13]1[CH:18]=[CH:17][CH:16]=[CH:15][N:14]=1)=[N:7]2. The catalyst class is: 2. (4) Reactant: C(OC([N:8]1[CH2:13][CH2:12][N:11]([C:14]2[C:19]([C:20]#[C:21][C:22]3[CH:23]=[N:24][C:25]([NH2:28])=[CH:26][CH:27]=3)=[C:18]([CH3:29])[N:17]=[C:16]([NH2:30])[N:15]=2)[CH2:10][CH2:9]1)=O)(C)(C)C.C(O)(C(F)(F)F)=O.C([O-])([O-])=O.[Na+].[Na+]. Product: [NH2:28][C:25]1[N:24]=[CH:23][C:22]([C:21]#[C:20][C:19]2[C:18]([CH3:29])=[N:17][C:16]([NH2:30])=[N:15][C:14]=2[N:11]2[CH2:12][CH2:13][NH:8][CH2:9][CH2:10]2)=[CH:27][CH:26]=1. The catalyst class is: 2. (5) Reactant: [H-].[Na+].CN(C)C=O.[OH:8][C:9]1[CH:14]=[CH:13][C:12]([S:15][C:16]2[CH:21]=[CH:20][C:19]([N+:22]([O-:24])=[O:23])=[C:18]([N:25]([C:27]([O:29][C:30]([CH3:33])([CH3:32])[CH3:31])=[O:28])[CH3:26])[CH:17]=2)=[CH:11][CH:10]=1.[CH2:34]([O:36][C:37]([C:39]1[N:43]([CH2:44][C:45]2[CH:50]=[CH:49][C:48]([C:51]3[CH:56]=[CH:55][CH:54]=[CH:53][C:52]=3[C:57]3[N:61]([C:62]([C:75]4[CH:80]=[CH:79][CH:78]=[CH:77][CH:76]=4)([C:69]4[CH:74]=[CH:73][CH:72]=[CH:71][CH:70]=4)[C:63]4[CH:68]=[CH:67][CH:66]=[CH:65][CH:64]=4)[N:60]=[N:59][N:58]=3)=[CH:47][CH:46]=2)[C:42]([CH2:81][CH2:82][CH3:83])=[N:41][C:40]=1[CH2:84]Cl)=[O:38])[CH3:35]. Product: [CH2:34]([O:36][C:37]([C:39]1[N:43]([CH2:44][C:45]2[CH:46]=[CH:47][C:48]([C:51]3[CH:56]=[CH:55][CH:54]=[CH:53][C:52]=3[C:57]3[N:61]([C:62]([C:63]4[CH:68]=[CH:67][CH:66]=[CH:65][CH:64]=4)([C:75]4[CH:76]=[CH:77][CH:78]=[CH:79][CH:80]=4)[C:69]4[CH:70]=[CH:71][CH:72]=[CH:73][CH:74]=4)[N:60]=[N:59][N:58]=3)=[CH:49][CH:50]=2)[C:42]([CH2:81][CH2:82][CH3:83])=[N:41][C:40]=1[CH2:84][O:8][C:9]1[CH:14]=[CH:13][C:12]([S:15][C:16]2[CH:21]=[CH:20][C:19]([N+:22]([O-:24])=[O:23])=[C:18]([N:25]([C:27]([O:29][C:30]([CH3:33])([CH3:32])[CH3:31])=[O:28])[CH3:26])[CH:17]=2)=[CH:11][CH:10]=1)=[O:38])[CH3:35]. The catalyst class is: 69.